This data is from Forward reaction prediction with 1.9M reactions from USPTO patents (1976-2016). The task is: Predict the product of the given reaction. (1) Given the reactants CO[C:3]([C:5]1[C:6]([OH:35])=[C:7]2[C:12](=[C:13]([C:15]3[CH:16]=[N:17][CH:18]=[CH:19][CH:20]=3)[N:14]=1)[N:11]([CH2:21][C:22]1[CH:27]=[CH:26][CH:25]=[CH:24][CH:23]=1)[C:10](=[O:28])[C:9]([C:29]1[CH:30]=[N:31][CH:32]=[CH:33][CH:34]=1)=[CH:8]2)=[O:4].[NH2:36][CH2:37][CH2:38][C:39]([OH:41])=[O:40].C[O-].[Na+], predict the reaction product. The product is: [CH2:21]([N:11]1[C:12]2[C:7](=[C:6]([OH:35])[C:5]([C:3]([NH:36][CH2:37][CH2:38][C:39]([OH:41])=[O:40])=[O:4])=[N:14][C:13]=2[C:15]2[CH:16]=[N:17][CH:18]=[CH:19][CH:20]=2)[CH:8]=[C:9]([C:29]2[CH:30]=[N:31][CH:32]=[CH:33][CH:34]=2)[C:10]1=[O:28])[C:22]1[CH:27]=[CH:26][CH:25]=[CH:24][CH:23]=1. (2) Given the reactants [C:1]([N:8]([CH3:42])[CH:9]1[CH2:14][CH2:13][CH:12]([N:15]([CH2:30][C:31]2[CH:32]=[C:33](B(O)O)[CH:34]=[CH:35][C:36]=2[O:37][CH3:38])[C:16]([C:18]2[S:22][C:21]3[C:23]([F:28])=[CH:24][CH:25]=[C:26]([F:27])[C:20]=3[C:19]=2[Cl:29])=[O:17])[CH2:11][CH2:10]1)([O:3][C:4]([CH3:7])([CH3:6])[CH3:5])=[O:2].Br[C:44]1[CH:49]=[CH:48][CH:47]=[CH:46][N:45]=1, predict the reaction product. The product is: [C:4]([O:3][C:1](=[O:2])[N:8]([CH:9]1[CH2:10][CH2:11][CH:12]([N:15]([C:16]([C:18]2[S:22][C:21]3[C:23]([F:28])=[CH:24][CH:25]=[C:26]([F:27])[C:20]=3[C:19]=2[Cl:29])=[O:17])[CH2:30][C:31]2[CH:32]=[C:33]([C:44]3[CH:49]=[CH:48][CH:47]=[CH:46][N:45]=3)[CH:34]=[CH:35][C:36]=2[O:37][CH3:38])[CH2:13][CH2:14]1)[CH3:42])([CH3:6])([CH3:7])[CH3:5]. (3) Given the reactants [C:1]([O:5][C:6]([N:8]1[CH2:13][CH2:12][CH:11]([CH2:14]O)[CH:10]([NH:16][CH2:17][C:18]2[CH:23]=[CH:22][CH:21]=[CH:20][CH:19]=2)[CH2:9]1)=[O:7])([CH3:4])([CH3:3])[CH3:2].C(N(CC)CC)C.CS(Cl)(=O)=O.C([O-])([O-])=O.[Cs+].[Cs+], predict the reaction product. The product is: [C:1]([O:5][C:6]([N:8]1[CH2:13][CH2:12][CH:11]2[CH:10]([N:16]([CH2:17][C:18]3[CH:23]=[CH:22][CH:21]=[CH:20][CH:19]=3)[CH2:14]2)[CH2:9]1)=[O:7])([CH3:4])([CH3:3])[CH3:2]. (4) Given the reactants [CH3:1][C:2]1[CH:3]=[C:4]([CH:19]=[CH:20][C:21]=1[N+:22]([O-:24])=[O:23])[CH2:5][N:6]1[C:10](O)=[CH:9][C:8]([C:12]([F:18])([F:17])[C:13]([F:16])([F:15])[F:14])=[N:7]1.COC1C=CC(P2(=S)SP(=S)(C3C=CC(OC)=CC=3)[S:34]2)=CC=1, predict the reaction product. The product is: [CH3:1][C:2]1[CH:3]=[C:4]([CH:19]=[CH:20][C:21]=1[N+:22]([O-:24])=[O:23])[CH2:5][N:6]1[C:10]([SH:34])=[CH:9][C:8]([C:12]([F:18])([F:17])[C:13]([F:16])([F:15])[F:14])=[N:7]1.